From a dataset of Forward reaction prediction with 1.9M reactions from USPTO patents (1976-2016). Predict the product of the given reaction. (1) Given the reactants [C:1]1([C:7]#[C:8][C:9]([OH:11])=O)[CH:6]=[CH:5][CH:4]=[CH:3][CH:2]=1.[CH2:12]([N:14]([CH2:26][CH3:27])[CH2:15][CH2:16][O:17][C:18]1[CH:23]=[CH:22][C:21]([CH2:24][NH2:25])=[CH:20][CH:19]=1)[CH3:13].CN(C(ON1N=NC2C=CC=CC1=2)=[N+](C)C)C.[B-](F)(F)(F)F.C1C=CC2N(O)N=NC=2C=1.CCN(C(C)C)C(C)C, predict the reaction product. The product is: [CH2:26]([N:14]([CH2:12][CH3:13])[CH2:15][CH2:16][O:17][C:18]1[CH:19]=[CH:20][C:21]([CH2:24][NH:25][C:9](=[O:11])[C:8]#[C:7][C:1]2[CH:2]=[CH:3][CH:4]=[CH:5][CH:6]=2)=[CH:22][CH:23]=1)[CH3:27]. (2) Given the reactants [CH3:1][O:2][C:3]1[CH:16]=[C:15]([N+:17]([O-:19])=[O:18])[CH:14]=[CH:13][C:4]=1[O:5][C:6]1[CH:11]=[CH:10][N:9]=[C:8]([NH2:12])[CH:7]=1.CCN(C(C)C)C(C)C.[CH3:29][O:30][CH2:31][C:32](Cl)=[O:33].N, predict the reaction product. The product is: [CH3:29][O:30][CH2:31][C:32]([NH:12][C:8]1[CH:7]=[C:6]([O:5][C:4]2[CH:13]=[CH:14][C:15]([N+:17]([O-:19])=[O:18])=[CH:16][C:3]=2[O:2][CH3:1])[CH:11]=[CH:10][N:9]=1)=[O:33].